From a dataset of Reaction yield outcomes from USPTO patents with 853,638 reactions. Predict the reaction yield, written as a fraction of the theoretical maximum amount of product (1.0 means a 100% yield; for example, 0.34 means a 34% yield). The reactants are [CH2:1]([NH:13][C:14](=[O:45])[C:15]1[CH:20]=[C:19]([C:21]2[CH:26]=[CH:25][CH:24]=[C:23]([C:27]([F:30])([F:29])[F:28])[CH:22]=2)[C:18]([O:31][CH2:32][CH2:33][OH:34])=[C:17]([C:35]2[CH:40]=[CH:39][CH:38]=[C:37]([C:41]([F:44])([F:43])[F:42])[CH:36]=2)[CH:16]=1)[CH2:2][CH2:3][CH2:4][CH2:5][CH2:6][CH2:7][CH2:8][CH2:9][CH2:10][CH2:11][CH3:12].C[N+]1([O-])CC[O:50]CC1.OS([O-])=O.[Na+].Cl. The catalyst is CC#N.CCC[N+](CCC)(CCC)CCC.[O-][Ru](=O)(=O)=O. The product is [CH2:1]([NH:13][C:14]([C:15]1[CH:16]=[C:17]([C:35]2[CH:40]=[CH:39][CH:38]=[C:37]([C:41]([F:42])([F:43])[F:44])[CH:36]=2)[C:18]([O:31][CH2:32][C:33]([OH:50])=[O:34])=[C:19]([C:21]2[CH:26]=[CH:25][CH:24]=[C:23]([C:27]([F:29])([F:30])[F:28])[CH:22]=2)[CH:20]=1)=[O:45])[CH2:2][CH2:3][CH2:4][CH2:5][CH2:6][CH2:7][CH2:8][CH2:9][CH2:10][CH2:11][CH3:12]. The yield is 0.340.